From a dataset of Catalyst prediction with 721,799 reactions and 888 catalyst types from USPTO. Predict which catalyst facilitates the given reaction. (1) Reactant: [Br:1][C:2]1[CH:3]=[CH:4][C:5](F)=[C:6]([CH:9]=1)[CH:7]=[O:8].Cl.[NH:12]1[CH2:16][CH2:15][CH2:14][CH:13]1[CH2:17][CH2:18][C:19]([OH:21])=[O:20].[C:22](=O)([O-])[O-].[Na+].[Na+].Cl. Product: [Br:1][C:2]1[CH:3]=[CH:4][C:5]([N:12]2[CH2:16][CH2:15][CH2:14][CH:13]2[CH2:17][CH2:18][C:19]([O:21][CH3:22])=[O:20])=[C:6]([CH:7]=[O:8])[CH:9]=1. The catalyst class is: 58. (2) Reactant: [NH2:1][C:2]1[C:10]([N+:11]([O-:13])=[O:12])=[CH:9][C:5]([C:6](O)=[O:7])=[C:4]([CH3:14])[CH:3]=1.S(Cl)([Cl:17])=O. Product: [NH2:1][C:2]1[C:10]([N+:11]([O-:13])=[O:12])=[CH:9][C:5]([C:6]([Cl:17])=[O:7])=[C:4]([CH3:14])[CH:3]=1. The catalyst class is: 68. (3) Reactant: [F:1][C:2]1[CH:30]=[C:29]([N+:31]([O-])=O)[CH:28]=[CH:27][C:3]=1[O:4][C:5]1[CH:6]=[C:7]2[C:11](=[CH:12][C:13]=1[C:14]1[CH:15]=[N:16][N:17]([C:19]([O:21][C:22]([CH3:25])([CH3:24])[CH3:23])=[O:20])[CH:18]=1)[N:10]([CH3:26])[N:9]=[CH:8]2. Product: [NH2:31][C:29]1[CH:28]=[CH:27][C:3]([O:4][C:5]2[CH:6]=[C:7]3[C:11](=[CH:12][C:13]=2[C:14]2[CH:15]=[N:16][N:17]([C:19]([O:21][C:22]([CH3:24])([CH3:25])[CH3:23])=[O:20])[CH:18]=2)[N:10]([CH3:26])[N:9]=[CH:8]3)=[C:2]([F:1])[CH:30]=1. The catalyst class is: 354. (4) Reactant: [CH3:1][C:2]1[CH:3]=[C:4]([CH3:12])[C:5]2[O:10][CH2:9][CH2:8][NH:7][C:6]=2[CH:11]=1.N1C=CC=CC=1.[CH2:19]([O:21][C:22](=[O:28])/[CH:23]=[CH:24]/[C:25](Cl)=[O:26])[CH3:20]. Product: [CH2:19]([O:21][C:22](=[O:28])/[CH:23]=[CH:24]/[C:25]([N:7]1[C:6]2[CH:11]=[C:2]([CH3:1])[CH:3]=[C:4]([CH3:12])[C:5]=2[O:10][CH2:9][CH2:8]1)=[O:26])[CH3:20]. The catalyst class is: 13. (5) Reactant: [CH2:1]([O:8][C:9]([NH:11][C@@H:12]([CH2:22][OH:23])[CH2:13][CH2:14][C:15]([O:17][C:18]([CH3:21])([CH3:20])[CH3:19])=[O:16])=[O:10])[C:2]1[CH:7]=[CH:6][CH:5]=[CH:4][CH:3]=1.C(N(C(C)C)CC)(C)C.[CH3:33][O:34][CH2:35]Cl.Cl.[Cl-].[Na+]. Product: [CH2:1]([O:8][C:9]([NH:11][C@@H:12]([CH2:22][O:23][CH2:33][O:34][CH3:35])[CH2:13][CH2:14][C:15]([O:17][C:18]([CH3:19])([CH3:20])[CH3:21])=[O:16])=[O:10])[C:2]1[CH:3]=[CH:4][CH:5]=[CH:6][CH:7]=1. The catalyst class is: 112.